This data is from HIV replication inhibition screening data with 41,000+ compounds from the AIDS Antiviral Screen. The task is: Binary Classification. Given a drug SMILES string, predict its activity (active/inactive) in a high-throughput screening assay against a specified biological target. (1) The drug is CSCCC(NC(c1ccccc1)c1ccccc1)[PH](=O)O. The result is 0 (inactive). (2) The compound is COC(=O)C1C=CCN1S(=O)(=O)c1ccc(C)cc1. The result is 0 (inactive). (3) The drug is Cc1cccc(N2C(=O)C(=O)C(c3nc4ccccc4s3)C(=O)C2=O)c1C. The result is 0 (inactive). (4) The compound is CCCCCCCCCCCC(=O)N(C)CCS(=O)(=O)O. The result is 0 (inactive). (5) The compound is CC(=O)O.Cc1c(CNc2ccc(Cl)c(Cl)c2Cl)cnc2nc(N)nc(N)c12. The result is 0 (inactive). (6) The molecule is COC12OCCN(C)C1=CC(=O)C1=NNC(C)C12. The result is 0 (inactive). (7) The drug is COc1ccc(-c2cc(O)c3nc4ccccc4n3c2)cc1. The result is 0 (inactive). (8) The molecule is COc1ccc(-c2c(-c3ccccc3)c(C)nc3nc(SC)nc(SC)c23)cc1OC. The result is 0 (inactive). (9) The molecule is COc1cc2oc(-c3ccc4c(c3)OCO4)c(OC)c(=O)c2c(OC)c1OC. The result is 1 (active). (10) The compound is O=[N+]([O-])c1ccccc1S(=O)c1ccccc1[N+](=O)[O-]. The result is 0 (inactive).